The task is: Predict the reactants needed to synthesize the given product.. This data is from Retrosynthesis with 50K atom-mapped reactions and 10 reaction types from USPTO. Given the product NS(=O)(=O)Cc1cccc(Nc2ncnc(Cl)n2)c1, predict the reactants needed to synthesize it. The reactants are: Clc1ncnc(Cl)n1.Nc1cccc(CS(N)(=O)=O)c1.